Dataset: Full USPTO retrosynthesis dataset with 1.9M reactions from patents (1976-2016). Task: Predict the reactants needed to synthesize the given product. Given the product [O:42]=[C:38]1[NH:39][CH2:40][CH2:41][N:37]1[CH2:36][CH2:35][NH:34][C:19]([C:17]1[CH:16]=[CH:15][C:14]2[N:10]([C:8]3[S:9][C:5]([C:3]([O:2][CH3:1])=[O:4])=[C:6]([O:22][CH2:23][C:24]4[CH:29]=[CH:28][CH:27]=[CH:26][C:25]=4[C:30]([F:31])([F:33])[F:32])[CH:7]=3)[CH:11]=[N:12][C:13]=2[CH:18]=1)=[O:21], predict the reactants needed to synthesize it. The reactants are: [CH3:1][O:2][C:3]([C:5]1[S:9][C:8]([N:10]2[C:14]3[CH:15]=[CH:16][C:17]([C:19]([OH:21])=O)=[CH:18][C:13]=3[N:12]=[CH:11]2)=[CH:7][C:6]=1[O:22][CH2:23][C:24]1[CH:29]=[CH:28][CH:27]=[CH:26][C:25]=1[C:30]([F:33])([F:32])[F:31])=[O:4].[NH2:34][CH2:35][CH2:36][N:37]1[CH2:41][CH2:40][NH:39][C:38]1=[O:42].C(N(C(C)C)CC)(C)C.C(OCC)(=O)C.